Dataset: Forward reaction prediction with 1.9M reactions from USPTO patents (1976-2016). Task: Predict the product of the given reaction. (1) Given the reactants [H-].[Na+].[Cl:3][C:4]1[CH:9]=[CH:8][C:7]([OH:10])=[CH:6][CH:5]=1.F[C:12]1[C:21]2[C:16](=[CH:17][CH:18]=[CH:19][CH:20]=2)[C:15]([CH:22]=[O:23])=[CH:14][CH:13]=1.Cl, predict the reaction product. The product is: [Cl:3][C:4]1[CH:9]=[CH:8][C:7]([O:10][C:12]2[C:21]3[C:16](=[CH:17][CH:18]=[CH:19][CH:20]=3)[C:15]([CH:22]=[O:23])=[CH:14][CH:13]=2)=[CH:6][CH:5]=1. (2) Given the reactants Cl[C:2]1[CH:7]=[C:6]([C:8]2[N:9]=[C:10]([N:20]3[CH2:25][CH2:24][C@@H:23]([OH:26])[C@H:22]([OH:27])[CH2:21]3)[C:11]3[C:17]([O:18][CH3:19])=[CH:16][N:15]=[CH:14][C:12]=3[N:13]=2)[CH:5]=[CH:4][N:3]=1.[NH2:28][C:29]1[CH:34]=[CH:33][CH:32]=[CH:31][CH:30]=1, predict the reaction product. The product is: [CH3:19][O:18][C:17]1[C:11]2[C:10]([N:20]3[CH2:25][CH2:24][C@@H:23]([OH:26])[C@H:22]([OH:27])[CH2:21]3)=[N:9][C:8]([C:6]3[CH:5]=[CH:4][N:3]=[C:2]([NH:28][C:29]4[CH:34]=[CH:33][CH:32]=[CH:31][CH:30]=4)[CH:7]=3)=[N:13][C:12]=2[CH:14]=[N:15][CH:16]=1. (3) Given the reactants [I:1][C:2]1[CH:3]=[CH:4][C:5]([NH:8][C:9](=S)[C:10]([CH3:13])([CH3:12])[CH3:11])=[N:6][CH:7]=1.CCN(CC)CC.Cl.[NH2:23][OH:24], predict the reaction product. The product is: [OH:24][NH:23][C:9](=[N:8][C:5]1[CH:4]=[CH:3][C:2]([I:1])=[CH:7][N:6]=1)[C:10]([CH3:13])([CH3:12])[CH3:11]. (4) Given the reactants C(OC(=O)[NH:7][CH2:8][CH:9]1[O:13][N:12]([CH2:14][C:15]2[CH:20]=[CH:19][CH:18]=[CH:17][CH:16]=2)[CH2:11][CH2:10]1)(C)(C)C.FC(F)(F)C(O)=O, predict the reaction product. The product is: [CH2:14]([N:12]1[CH2:11][CH2:10][CH:9]([CH2:8][NH2:7])[O:13]1)[C:15]1[CH:16]=[CH:17][CH:18]=[CH:19][CH:20]=1. (5) Given the reactants [NH2:1][C:2]1[CH:7]=[CH:6][C:5]([CH2:8][C:9]#[N:10])=[CH:4][C:3]=1Br.[CH3:12][C:13]1([CH3:22])[CH2:18][CH2:17][C:16](B(O)O)=[CH:15][CH2:14]1.C([O-])([O-])=O.[Na+].[Na+], predict the reaction product. The product is: [NH2:1][C:2]1[CH:7]=[CH:6][C:5]([CH2:8][C:9]#[N:10])=[CH:4][C:3]=1[C:16]1[CH2:17][CH2:18][C:13]([CH3:22])([CH3:12])[CH2:14][CH:15]=1. (6) Given the reactants I[C:2]1[CH:7]=[CH:6][C:5]([N+:8]([O-:10])=[O:9])=[CH:4][C:3]=1[O:11][CH3:12].CCN(C(C)C)C(C)C.[CH2:22]([PH:24](=[O:28])[O:25][CH2:26][CH3:27])[CH3:23], predict the reaction product. The product is: [CH2:22]([P:24]([C:2]1[CH:7]=[CH:6][C:5]([N+:8]([O-:10])=[O:9])=[CH:4][C:3]=1[O:11][CH3:12])(=[O:28])[O:25][CH2:26][CH3:27])[CH3:23]. (7) Given the reactants [NH2:1][C:2]1[CH:3]=[CH:4][C:5]([C:12]2[C:17]([O:18][CH2:19][O:20][CH3:21])=[CH:16][CH:15]=[CH:14][C:13]=2[O:22][CH3:23])=[C:6]([CH:11]=1)[C:7]([O:9][CH3:10])=[O:8].[CH3:24][S:25](Cl)(=[O:27])=[O:26], predict the reaction product. The product is: [CH3:24][S:25]([NH:1][C:2]1[CH:3]=[CH:4][C:5]([C:12]2[C:17]([O:18][CH2:19][O:20][CH3:21])=[CH:16][CH:15]=[CH:14][C:13]=2[O:22][CH3:23])=[C:6]([CH:11]=1)[C:7]([O:9][CH3:10])=[O:8])(=[O:27])=[O:26]. (8) Given the reactants Br[C:2]1[S:3][CH:4]=[CH:5][CH:6]=1.[NH:7]1[CH2:11][CH2:10][CH2:9][C:8]1=[O:12], predict the reaction product. The product is: [S:3]1[CH:4]=[CH:5][CH:6]=[C:2]1[N:7]1[CH2:11][CH2:10][CH2:9][C:8]1=[O:12].